From a dataset of Forward reaction prediction with 1.9M reactions from USPTO patents (1976-2016). Predict the product of the given reaction. (1) The product is: [CH3:1][O:2][C:3](=[O:19])[CH2:4][C:9]1[CH:14]=[CH:13][C:12]([Cl:15])=[CH:11][C:10]=1[N+:16]([O-:18])=[O:17]. Given the reactants [CH3:1][O:2][C:3](=[O:19])[CH:4]([C:9]1[CH:14]=[CH:13][C:12]([Cl:15])=[CH:11][C:10]=1[N+:16]([O-:18])=[O:17])C(OC)=O, predict the reaction product. (2) The product is: [CH:19]1([C:17]([NH:16][C:14]2[N:15]=[C:10]3[CH:9]=[CH:8][C:7]([O:6][C:5]4[CH:22]=[CH:23][C:2]([NH:1][C:39]([C:34]5[C:33](=[O:42])[N:32]([C:29]6[CH:28]=[CH:27][C:26]([F:25])=[CH:31][CH:30]=6)[C:37]([CH3:38])=[CH:36][CH:35]=5)=[O:40])=[CH:3][C:4]=4[F:24])=[CH:12][N:11]3[CH:13]=2)=[O:18])[CH2:21][CH2:20]1. Given the reactants [NH2:1][C:2]1[CH:23]=[CH:22][C:5]([O:6][C:7]2[CH:8]=[CH:9][C:10]3[N:11]([CH:13]=[C:14]([NH:16][C:17]([CH:19]4[CH2:21][CH2:20]4)=[O:18])[N:15]=3)[CH:12]=2)=[C:4]([F:24])[CH:3]=1.[F:25][C:26]1[CH:31]=[CH:30][C:29]([N:32]2[C:37]([CH3:38])=[CH:36][CH:35]=[C:34]([C:39](O)=[O:40])[C:33]2=[O:42])=[CH:28][CH:27]=1.CN(C(ON1N=NC2C=CC=NC1=2)=[N+](C)C)C.F[P-](F)(F)(F)(F)F.C(N(CC)C(C)C)(C)C.C(=O)([O-])O.[Na+], predict the reaction product. (3) Given the reactants C(OC([N:8]1[CH2:17][CH2:16][C:15]2[C:11](=[C:12](OS(C(F)(F)F)(=O)=O)[N:13]([CH:18]([CH3:20])[CH3:19])[N:14]=2)[CH2:10][CH2:9]1)=O)(C)(C)C.[N+:29]([C:32]1[CH:37]=[CH:36][C:35](B(O)O)=[CH:34][CH:33]=1)([O-:31])=[O:30], predict the reaction product. The product is: [CH:18]([N:13]1[C:12]([C:35]2[CH:36]=[CH:37][C:32]([N+:29]([O-:31])=[O:30])=[CH:33][CH:34]=2)=[C:11]2[C:15]([CH2:16][CH2:17][NH:8][CH2:9][CH2:10]2)=[N:14]1)([CH3:19])[CH3:20]. (4) Given the reactants [NH:1]1[CH2:6][CH2:5][O:4][CH2:3][CH2:2]1.[N+:7](C1CC2C(=CC=CC=2)C1=O)([O-:9])=[O:8].[BH3-]C#N.[Na+].[CH3:24][C:25](O)=O.[C:28]1([CH3:34])[CH:33]=[CH:32][CH:31]=[CH:30][CH:29]=1, predict the reaction product. The product is: [N+:7]([C:34]1[CH:28]=[C:33]2[C:32](=[CH:24][CH:25]=1)[CH2:31][CH:30]([N:1]1[CH2:6][CH2:5][O:4][CH2:3][CH2:2]1)[CH2:29]2)([O-:9])=[O:8]. (5) Given the reactants [Cl:1][C:2]1[CH:7]=[CH:6][C:5]([C:8]2[S:9][C:10]([C:20](=[O:29])[C:21]3[CH:26]=[CH:25][C:24]([O:27][CH3:28])=[CH:23][CH:22]=3)=[CH:11][C:12]=2[CH2:13][C:14]([O:16][CH:17]([CH3:19])C)=[O:15])=[CH:4][CH:3]=1.[CH3:30][Si]([N-][Si](C)(C)C)(C)C.[Li+].[Cl-].COC.[Cl-].[NH4+], predict the reaction product. The product is: [Cl:1][C:2]1[CH:3]=[CH:4][C:5]([C:8]2[S:9][C:10]([C:20](=[O:29])[C:21]3[CH:22]=[CH:23][C:24]([O:27][CH3:28])=[CH:25][CH:26]=3)=[CH:11][C:12]=2[CH:13]([CH3:30])[C:14]([O:16][CH2:17][CH3:19])=[O:15])=[CH:6][CH:7]=1. (6) Given the reactants [CH3:1][N:2]([CH3:20])[C:3](=[O:19])[CH2:4][N:5]1[CH2:11][CH2:10][C:9]2[CH:12]=[C:13]([N+:16]([O-])=O)[CH:14]=[CH:15][C:8]=2[CH2:7][CH2:6]1.CO, predict the reaction product. The product is: [NH2:16][C:13]1[CH:14]=[CH:15][C:8]2[CH2:7][CH2:6][N:5]([CH2:4][C:3]([N:2]([CH3:1])[CH3:20])=[O:19])[CH2:11][CH2:10][C:9]=2[CH:12]=1. (7) The product is: [F:1][C:2]1[CH:3]=[CH:4][C:5]([CH2:8][C:9]2[C:11]3[C:12](=[O:33])[N:13]([C:22]4[CH:27]=[CH:26][CH:25]=[C:24]([O:28][C:29]([F:32])([F:30])[F:31])[CH:23]=4)[C:14]4[N:15]=[CH:16][CH:17]=[CH:18][C:19]=4[C:20]=3[NH:36][N:35]=2)=[CH:6][CH:7]=1. Given the reactants [F:1][C:2]1[CH:7]=[CH:6][C:5]([CH2:8][C:9]([C:11]2[C:12](=[O:33])[N:13]([C:22]3[CH:27]=[CH:26][CH:25]=[C:24]([O:28][C:29]([F:32])([F:31])[F:30])[CH:23]=3)[C:14]3[C:19]([C:20]=2O)=[CH:18][CH:17]=[CH:16][N:15]=3)=O)=[CH:4][CH:3]=1.O.[NH2:35][NH2:36].C(=O)([O-])O.[Na+], predict the reaction product.